Dataset: Catalyst prediction with 721,799 reactions and 888 catalyst types from USPTO. Task: Predict which catalyst facilitates the given reaction. (1) The catalyst class is: 152. Reactant: [F:1][C:2]1[CH:7]=[CH:6][C:5]([N:8]([N:13]=[O:14])[CH2:9][C:10]([OH:12])=O)=[CH:4][CH:3]=1. Product: [F:1][C:2]1[CH:3]=[CH:4][C:5]([N:8]2[CH:9]=[C:10]([O-:12])[O+:14]=[N:13]2)=[CH:6][CH:7]=1. (2) Reactant: C[O:2][C:3](=[O:35])[CH2:4][CH2:5][C:6]1[CH:11]=[CH:10][C:9]([O:12][CH2:13][CH2:14][CH:15]([O:17][C:18]2[CH:23]=[CH:22][C:21]([CH2:24][CH3:25])=[CH:20][C:19]=2[C:26](=[O:33])[C:27]2[CH:32]=[CH:31][CH:30]=[CH:29][CH:28]=2)[CH3:16])=[CH:8][C:7]=1[CH3:34]. Product: [C:26]([C:19]1[CH:20]=[C:21]([CH2:24][CH3:25])[CH:22]=[CH:23][C:18]=1[O:17][CH:15]([CH3:16])[CH2:14][CH2:13][O:12][C:9]1[CH:10]=[CH:11][C:6]([CH2:5][CH2:4][C:3]([OH:35])=[O:2])=[C:7]([CH3:34])[CH:8]=1)(=[O:33])[C:27]1[CH:28]=[CH:29][CH:30]=[CH:31][CH:32]=1. The catalyst class is: 5.